From a dataset of NCI-60 drug combinations with 297,098 pairs across 59 cell lines. Regression. Given two drug SMILES strings and cell line genomic features, predict the synergy score measuring deviation from expected non-interaction effect. (1) Drug 1: C1=C(C(=O)NC(=O)N1)N(CCCl)CCCl. Drug 2: CCCCC(=O)OCC(=O)C1(CC(C2=C(C1)C(=C3C(=C2O)C(=O)C4=C(C3=O)C=CC=C4OC)O)OC5CC(C(C(O5)C)O)NC(=O)C(F)(F)F)O. Cell line: CAKI-1. Synergy scores: CSS=52.4, Synergy_ZIP=1.02, Synergy_Bliss=2.98, Synergy_Loewe=5.96, Synergy_HSA=6.08. (2) Drug 1: CC=C1C(=O)NC(C(=O)OC2CC(=O)NC(C(=O)NC(CSSCCC=C2)C(=O)N1)C(C)C)C(C)C. Drug 2: C1=NC(=NC(=O)N1C2C(C(C(O2)CO)O)O)N. Cell line: OVCAR-4. Synergy scores: CSS=77.5, Synergy_ZIP=-5.59, Synergy_Bliss=1.40, Synergy_Loewe=-2.53, Synergy_HSA=4.69. (3) Drug 1: C1C(C(OC1N2C=NC3=C(N=C(N=C32)Cl)N)CO)O. Drug 2: C1CNP(=O)(OC1)N(CCCl)CCCl. Cell line: SNB-75. Synergy scores: CSS=-0.0130, Synergy_ZIP=-2.91, Synergy_Bliss=-5.74, Synergy_Loewe=-3.98, Synergy_HSA=-3.89. (4) Drug 1: COC1=NC(=NC2=C1N=CN2C3C(C(C(O3)CO)O)O)N. Drug 2: CC=C1C(=O)NC(C(=O)OC2CC(=O)NC(C(=O)NC(CSSCCC=C2)C(=O)N1)C(C)C)C(C)C. Cell line: HS 578T. Synergy scores: CSS=23.5, Synergy_ZIP=1.46, Synergy_Bliss=2.99, Synergy_Loewe=-41.7, Synergy_HSA=-1.22.